Dataset: Merck oncology drug combination screen with 23,052 pairs across 39 cell lines. Task: Regression. Given two drug SMILES strings and cell line genomic features, predict the synergy score measuring deviation from expected non-interaction effect. Drug 1: O=P1(N(CCCl)CCCl)NCCCO1. Drug 2: C#Cc1cccc(Nc2ncnc3cc(OCCOC)c(OCCOC)cc23)c1. Cell line: DLD1. Synergy scores: synergy=2.34.